From a dataset of Forward reaction prediction with 1.9M reactions from USPTO patents (1976-2016). Predict the product of the given reaction. (1) Given the reactants [Cl:1][C:2]1[CH:3]=[CH:4][C:5]([NH:8][C:9]([C:11]2[CH:16]=[C:15]([Cl:17])[CH:14]=[CH:13][C:12]=2[NH:18][C:19]([C:21]2[CH:26]=[CH:25][C:24]([S:27]([CH3:30])(=[NH:29])=[O:28])=[CH:23][CH:22]=2)=[O:20])=[O:10])=[N:6][CH:7]=1.N1C=CC=CC=1.[Cl:37][CH2:38][C:39](Cl)=[O:40], predict the reaction product. The product is: [Cl:1][C:2]1[CH:3]=[CH:4][C:5]([NH:8][C:9]([C:11]2[CH:16]=[C:15]([Cl:17])[CH:14]=[CH:13][C:12]=2[NH:18][C:19]([C:21]2[CH:26]=[CH:25][C:24]([S:27]([CH3:30])(=[N:29][C:39](=[O:40])[CH2:38][Cl:37])=[O:28])=[CH:23][CH:22]=2)=[O:20])=[O:10])=[N:6][CH:7]=1. (2) Given the reactants Br[C:2]1[C:3]2[NH:7][C:6]([C:8]([C:32]3[CH:37]=[CH:36][CH:35]=[CH:34][CH:33]=3)=[C:9]3[N:31]=[C:12]([CH:13]=[C:14]4[NH:30][C:17](=[C:18]([C:24]5[CH:29]=[CH:28][CH:27]=[CH:26][CH:25]=5)[C:19]5[CH:20]=[CH:21][C:22]=1[N:23]=5)[CH:16]=[CH:15]4)[CH:11]=[CH:10]3)=[CH:5][CH:4]=2.Cl.[CH3:39][O:40][C:41](=[O:51])[C@H:42]([CH2:44][C:45]1[CH:50]=[CH:49][CH:48]=[CH:47][CH:46]=1)[NH2:43].C1C=CC(P(C2C(OC3C(P(C4C=CC=CC=4)C4C=CC=CC=4)=CC=CC=3)=CC=CC=2)C2C=CC=CC=2)=CC=1.C([O-])([O-])=O.[Cs+].[Cs+], predict the reaction product. The product is: [CH3:39][O:40][C:41](=[O:51])[CH:42]([NH:43][C:2]1[C:3]2[NH:7][C:6]([C:8]([C:32]3[CH:37]=[CH:36][CH:35]=[CH:34][CH:33]=3)=[C:9]3[N:31]=[C:12]([CH:13]=[C:14]4[NH:30][C:17](=[C:18]([C:24]5[CH:29]=[CH:28][CH:27]=[CH:26][CH:25]=5)[C:19]5[CH:20]=[CH:21][C:22]=1[N:23]=5)[CH:16]=[CH:15]4)[CH:11]=[CH:10]3)=[CH:5][CH:4]=2)[CH2:44][C:45]1[CH:50]=[CH:49][CH:48]=[CH:47][CH:46]=1. (3) Given the reactants [H-].[Na+].[CH2:3]([O:5][C:6](=[O:25])[CH:7](P(C1C=CC=CC=1)(C1C=CC=CC=1)=O)[O:8][CH2:9][CH3:10])[CH3:4].[C:26]([O:30][C:31](=[O:50])[N:32]([CH2:40][CH2:41][C:42]1[CH:47]=[CH:46][C:45]([CH:48]=O)=[CH:44][CH:43]=1)[CH2:33][CH2:34][CH2:35][CH2:36][CH2:37][CH2:38][CH3:39])([CH3:29])([CH3:28])[CH3:27], predict the reaction product. The product is: [CH2:3]([O:5][C:6](=[O:25])[C:7]([O:8][CH2:9][CH3:10])=[CH:48][C:45]1[CH:46]=[CH:47][C:42]([CH2:41][CH2:40][N:32]([C:31]([O:30][C:26]([CH3:29])([CH3:28])[CH3:27])=[O:50])[CH2:33][CH2:34][CH2:35][CH2:36][CH2:37][CH2:38][CH3:39])=[CH:43][CH:44]=1)[CH3:4]. (4) Given the reactants [F:1][C:2]1[C:3]([C:9]([OH:11])=O)=[N:4][CH:5]=[C:6]([Cl:8])[CH:7]=1.S(Cl)([Cl:14])=O.[OH-].[Na+], predict the reaction product. The product is: [F:1][C:2]1[C:3]([C:9]([Cl:14])=[O:11])=[N:4][CH:5]=[C:6]([Cl:8])[CH:7]=1. (5) Given the reactants [NH:1]1[C:9]2[C:4](=[CH:5][CH:6]=[CH:7][CH:8]=2)[CH:3]=[CH:2]1.[OH-].[K+].[CH3:12][O:13][C:14]([C:16]1([CH3:27])[O:21][CH2:20][CH:19]([CH2:22][CH2:23][CH2:24][CH2:25]I)[CH2:18][O:17]1)=[O:15], predict the reaction product. The product is: [CH3:12][O:13][C:14]([C:16]1([CH3:27])[O:17][CH2:18][CH:19]([CH2:22][CH2:23][CH2:24][CH2:25][N:1]2[C:9]3[C:4](=[CH:5][CH:6]=[CH:7][CH:8]=3)[CH:3]=[CH:2]2)[CH2:20][O:21]1)=[O:15]. (6) Given the reactants Br[Zn][CH2:3][C:4]([O:6][CH2:7][CH3:8])=[O:5].[C:9]1(=[O:16])[CH:14]=[CH:13][C:12](=[O:15])[CH:11]=[CH:10]1.Cl.C(OCC)(=O)C, predict the reaction product. The product is: [CH2:7]([O:6][C:4](=[O:5])[CH2:3][C:9]1([OH:16])[CH:14]=[CH:13][C:12](=[O:15])[CH:11]=[CH:10]1)[CH3:8].